This data is from Reaction yield outcomes from USPTO patents with 853,638 reactions. The task is: Predict the reaction yield, written as a fraction of the theoretical maximum amount of product (1.0 means a 100% yield; for example, 0.34 means a 34% yield). (1) The reactants are [NH2:1][C@H:2]([CH3:14])[C@@H:3]([C:5]1[CH:13]=[CH:12][C:8]2[CH2:9][CH2:10][O:11][C:7]=2[CH:6]=1)[OH:4].[F:15][C:16]1[CH:21]=[CH:20][C:19]([N:22]2[C:30]3[C:25](=[CH:26][C:27](I)=[CH:28][CH:29]=3)[CH:24]=[N:23]2)=[CH:18][CH:17]=1.C(=O)([O-])[O-].[Cs+].[Cs+]. The catalyst is C(#N)CCC.[Cu]I. The product is [O:11]1[C:7]2[CH:6]=[C:5]([C@@H:3]([O:4][C:27]3[CH:26]=[C:25]4[C:30](=[CH:29][CH:28]=3)[N:22]([C:19]3[CH:20]=[CH:21][C:16]([F:15])=[CH:17][CH:18]=3)[N:23]=[CH:24]4)[C@@H:2]([NH2:1])[CH3:14])[CH:13]=[CH:12][C:8]=2[CH2:9][CH2:10]1. The yield is 0.220. (2) The reactants are [OH:1][B:2]1[C:6]2[CH:7]=[C:8]([CH:11]=O)[CH:9]=[CH:10][C:5]=2[C:4]([CH3:14])([CH3:13])[O:3]1.[CH3:15][N+:16]([O-:18])=[O:17].CC(=O)OCC. The catalyst is CC(O)=O.O. The product is [CH3:13][C:4]1([CH3:14])[O:3][B:2]([OH:1])[C:6]2[CH:7]=[C:8](/[CH:11]=[CH:15]/[N+:16]([O-:18])=[O:17])[CH:9]=[CH:10][C:5]1=2. The yield is 0.530. (3) The reactants are [Cl:1][C:2]1[CH:3]=[C:4]([CH:7]=[CH:8][C:9]=1[CH2:10][NH:11][C:12]1[CH:17]=[CH:16][CH:15]=[CH:14][N:13]=1)[CH:5]=O.[C:18]([O-])([O-])=O.[K+].[K+]. The catalyst is O1CCOCC1.[Br-].C[P+](C1C=CC=CC=1)(C1C=CC=CC=1)C1C=CC=CC=1. The product is [Cl:1][C:2]1[CH:3]=[C:4]([CH:5]=[CH2:18])[CH:7]=[CH:8][C:9]=1[CH2:10][NH:11][C:12]1[CH:17]=[CH:16][CH:15]=[CH:14][N:13]=1. The yield is 0.500. (4) The reactants are [Cl:1][C:2]1[CH:10]=[C:9]2[C:5]([C:6]([C:12]3[N:17]=[C:16]4[C:18]([C:29](O)=[O:30])=[CH:19][N:20]([CH2:21][O:22][CH2:23][CH2:24][Si:25]([CH3:28])([CH3:27])[CH3:26])[C:15]4=[N:14][CH:13]=3)=[N:7][N:8]2[CH3:11])=[CH:4][CH:3]=1.C([N:35]([CH2:39][CH3:40])[CH:36](C)C)(C)C.CN(C)CCCN=C=NCC.CC1CN1.Cl. The catalyst is ClCCl.CN(C)C1C=CN=CC=1.C(OCC)(=O)C.O. The product is [Cl:1][C:2]1[CH:10]=[C:9]2[C:5]([C:6]([C:12]3[N:17]=[C:16]4[C:18]([C:29]([N:35]5[CH2:36][CH:39]5[CH3:40])=[O:30])=[CH:19][N:20]([CH2:21][O:22][CH2:23][CH2:24][Si:25]([CH3:26])([CH3:28])[CH3:27])[C:15]4=[N:14][CH:13]=3)=[N:7][N:8]2[CH3:11])=[CH:4][CH:3]=1. The yield is 0.640. (5) The reactants are [Cl:1][C:2]1[CH:3]=[CH:4][C:5]([S:9][CH3:10])=[C:6]([NH2:8])[CH:7]=1.[Cl:11][C:12]1[C:13]([F:22])=[C:14]([S:18](Cl)(=[O:20])=[O:19])[CH:15]=[CH:16][CH:17]=1. No catalyst specified. The product is [Cl:11][C:12]1[C:13]([F:22])=[C:14]([S:18]([NH:8][C:6]2[CH:7]=[C:2]([Cl:1])[CH:3]=[CH:4][C:5]=2[S:9][CH3:10])(=[O:20])=[O:19])[CH:15]=[CH:16][CH:17]=1. The yield is 0.620. (6) The reactants are [Br:1][C:2]1[CH:3]=[N:4][CH:5]=[C:6]([CH:10]=1)[C:7](O)=[O:8].N1C=CC=CC=1.Cl.[CH3:18][O:19][NH:20][CH3:21].O. The catalyst is S(Cl)(Cl)=O.ClCCl. The product is [Br:1][C:2]1[CH:3]=[N:4][CH:5]=[C:6]([CH:10]=1)[C:7]([N:20]([O:19][CH3:18])[CH3:21])=[O:8]. The yield is 0.970. (7) The reactants are [Cl:1][C:2]1[C:7]([Cl:8])=[CH:6][CH:5]=[CH:4][C:3]=1[N:9]1[CH2:14][CH2:13][N:12]([CH2:15][CH2:16][CH2:17][CH2:18][O:19][C:20]2[CH:29]=[C:28]3[C:23]([CH2:24][CH2:25][C:26](=[O:32])[N:27]3[CH2:30][OH:31])=[CH:22][CH:21]=2)[CH2:11][CH2:10]1.N1C=CC=CC=1.[C:39](Cl)(=[O:43])[CH2:40][CH2:41][CH3:42]. The catalyst is ClCCl. The product is [C:39]([O:31][CH2:30][N:27]1[C:28]2[C:23](=[CH:22][CH:21]=[C:20]([O:19][CH2:18][CH2:17][CH2:16][CH2:15][N:12]3[CH2:13][CH2:14][N:9]([C:3]4[CH:4]=[CH:5][CH:6]=[C:7]([Cl:8])[C:2]=4[Cl:1])[CH2:10][CH2:11]3)[CH:29]=2)[CH2:24][CH2:25][C:26]1=[O:32])(=[O:43])[CH2:40][CH2:41][CH3:42]. The yield is 0.950. (8) The reactants are [C:1]([O:5][C:6](=[O:32])[NH:7][C@H:8]1[CH2:12][CH2:11][N:10]([C@@H:13]([CH2:19][NH:20][C:21]([O:23][CH2:24][C:25]2[CH:30]=[CH:29][CH:28]=[CH:27][CH:26]=2)=[O:22])[C@@H:14]([OH:18])[C:15]#[C:16][CH3:17])[C:9]1=[O:31])([CH3:4])([CH3:3])[CH3:2].C(N([CH2:38][CH3:39])CC)C.[CH2:40](OC(OC(O[CH2:40][C:41]1[CH:46]=[CH:45][CH:44]=[CH:43][CH:42]=1)=O)=O)[C:41]1[CH:46]=[CH:45][CH:44]=[CH:43][CH:42]=1. The catalyst is CO.[Pd]. The product is [C:1]([O:5][C:6](=[O:32])[NH:7][C@H:8]1[CH2:12][CH2:11][N:10]([C@@H:13]([CH2:19][N:20]([C:21]([O:23][CH2:24][C:25]2[CH:26]=[CH:27][CH:28]=[CH:29][CH:30]=2)=[O:22])[CH2:45][C:44]2[CH:43]=[CH:42][C:41]([CH3:46])=[CH:40][C:38]=2[CH3:39])[C@@H:14]([OH:18])[C:15]#[C:16][CH3:17])[C:9]1=[O:31])([CH3:2])([CH3:3])[CH3:4]. The yield is 0.850.